Dataset: Full USPTO retrosynthesis dataset with 1.9M reactions from patents (1976-2016). Task: Predict the reactants needed to synthesize the given product. (1) Given the product [CH3:7][NH:9][C:10]([C:18]1[CH:23]=[CH:22][CH:21]=[CH:20][CH:19]=1)([CH2:16][CH3:17])[CH2:11][OH:12], predict the reactants needed to synthesize it. The reactants are: [H-].[Al+3].[Li+].[H-].[H-].[H-].[CH:7]([NH:9][C:10]([C:18]1[CH:23]=[CH:22][CH:21]=[CH:20][CH:19]=1)([CH2:16][CH3:17])[C:11](OCC)=[O:12])=O.S([O-])([O-])(=O)=O.[Mg+2].C(OCC)C. (2) Given the product [F:30][CH:2]([F:1])[C:3]1[CH:7]=[C:6]([CH:8]([F:9])[F:10])[N:5]([CH2:11][C:12]([N:14]2[CH2:19][CH2:18][CH:17]([C:20]3[S:21][CH:22]=[C:23]([C:25]([OH:27])=[O:26])[N:24]=3)[CH2:16][CH2:15]2)=[O:13])[N:4]=1, predict the reactants needed to synthesize it. The reactants are: [F:1][CH:2]([F:30])[C:3]1[CH:7]=[C:6]([CH:8]([F:10])[F:9])[N:5]([CH2:11][C:12]([N:14]2[CH2:19][CH2:18][CH:17]([C:20]3[S:21][CH:22]=[C:23]([C:25]([O:27]CC)=[O:26])[N:24]=3)[CH2:16][CH2:15]2)=[O:13])[N:4]=1.Cl. (3) Given the product [OH:28][NH:27][C:2]1[N:7]=[C:6]([C:8]2[CH:13]=[CH:12][CH:11]=[C:10]([O:14][CH3:15])[CH:9]=2)[N:5]=[C:4]([NH:16][C:17]2[CH:22]=[CH:21][CH:20]=[C:19]([N+:23]([O-:25])=[O:24])[CH:18]=2)[N:3]=1, predict the reactants needed to synthesize it. The reactants are: Cl[C:2]1[N:7]=[C:6]([C:8]2[CH:13]=[CH:12][CH:11]=[C:10]([O:14][CH3:15])[CH:9]=2)[N:5]=[C:4]([NH:16][C:17]2[CH:22]=[CH:21][CH:20]=[C:19]([N+:23]([O-:25])=[O:24])[CH:18]=2)[N:3]=1.Cl.[NH2:27][OH:28].C([O-])([O-])=O.[Na+].[Na+]. (4) Given the product [C:43]([O:47][C:48]([N:50]1[C:58]2[C:53](=[CH:54][CH:55]=[C:56]([O:59][CH2:60][CH2:61][O:62][CH2:63][C:64]3[CH:65]=[CH:66][CH:67]=[CH:68][CH:69]=3)[CH:57]=2)[C:52]([NH:70][C:13](=[O:14])[C:12]2[CH:16]=[CH:17][C:9]([N:6]3[CH2:7][CH2:8][N:3]([CH3:2])[CH2:4][CH2:5]3)=[CH:10][CH:11]=2)=[N:51]1)=[O:49])([CH3:46])([CH3:44])[CH3:45], predict the reactants needed to synthesize it. The reactants are: Cl.[CH3:2][N:3]1[CH2:8][CH2:7][N:6]([C:9]2[CH:17]=[CH:16][C:12]([C:13](Cl)=[O:14])=[CH:11][CH:10]=2)[CH2:5][CH2:4]1.CN1CCN(C2C=CC(C(O)=O)=CC=2)CC1.CCN(C(C)C)C(C)C.[C:43]([O:47][C:48]([N:50]1[C:58]2[C:53](=[CH:54][CH:55]=[C:56]([O:59][CH2:60][CH2:61][O:62][CH2:63][C:64]3[CH:69]=[CH:68][CH:67]=[CH:66][CH:65]=3)[CH:57]=2)[C:52]([NH2:70])=[N:51]1)=[O:49])([CH3:46])([CH3:45])[CH3:44]. (5) Given the product [OH:8][CH2:7][C:6]1[N:2]([CH3:1])[CH:3]=[N:4][C:5]=1[N:9]1[C:33](=[O:34])[C:12]2=[CH:13][N:14]([CH2:21][C:22]3[CH:27]=[CH:26][C:25]([N:28]4[CH:32]=[CH:31][CH:30]=[N:29]4)=[CH:24][CH:23]=3)[C:15]3[CH:16]=[CH:17][CH:18]=[CH:19][C:20]=3[C:11]2=[N:10]1, predict the reactants needed to synthesize it. The reactants are: [CH3:1][N:2]1[C:6]([CH:7]=[O:8])=[C:5]([N:9]2[C:33](=[O:34])[C:12]3=[CH:13][N:14]([CH2:21][C:22]4[CH:27]=[CH:26][C:25]([N:28]5[CH:32]=[CH:31][CH:30]=[N:29]5)=[CH:24][CH:23]=4)[C:15]4[CH:16]=[CH:17][CH:18]=[CH:19][C:20]=4[C:11]3=[N:10]2)[N:4]=[CH:3]1.C([BH3-])#N.[Na+].